From a dataset of Catalyst prediction with 721,799 reactions and 888 catalyst types from USPTO. Predict which catalyst facilitates the given reaction. (1) Reactant: F[P-](F)(F)(F)(F)F.[N:8]1(OC(N(C)C)=[N+](C)C)C2C=CC=CC=2N=N1.Cl.[CH3:26][N:27]([CH3:33])[CH2:28][CH2:29][C:30](O)=[O:31].[Cl:34][C:35]1[CH:60]=[CH:59][C:38]2[N:39]3[C:43]([CH2:44][NH:45][CH2:46][C:37]=2[CH:36]=1)=[N:42][N:41]=[C:40]3[CH:47]1[CH2:52][CH2:51][N:50]([C:53]2[CH:58]=[CH:57][CH:56]=[CH:55][N:54]=2)[CH2:49][CH2:48]1. Product: [NH3:8].[Cl:34][C:35]1[CH:60]=[CH:59][C:38]2[N:39]3[C:43]([CH2:44][N:45]([C:30](=[O:31])[CH2:29][CH2:28][N:27]([CH3:33])[CH3:26])[CH2:46][C:37]=2[CH:36]=1)=[N:42][N:41]=[C:40]3[CH:47]1[CH2:48][CH2:49][N:50]([C:53]2[CH:58]=[CH:57][CH:56]=[CH:55][N:54]=2)[CH2:51][CH2:52]1. The catalyst class is: 4. (2) The catalyst class is: 4. Product: [CH:1]1([C:7]2[C:16]3[C:15](=[O:17])[CH2:14][C:13]([CH3:19])([CH3:18])[CH2:12][C:11]=3[N:10]=[C:9]([CH:20]([CH3:22])[CH3:21])[C:8]=2[C:23](=[O:34])[C:24]2[CH:29]=[CH:28][C:27]([C:30]([F:31])([F:32])[F:33])=[CH:26][CH:25]=2)[CH2:2][CH2:3][CH2:4][CH2:5][CH2:6]1. Reactant: [CH:1]1([CH:7]2[C:16]3[C:15](=[O:17])[CH2:14][C:13]([CH3:19])([CH3:18])[CH2:12][C:11]=3[NH:10][C:9]([CH:20]([CH3:22])[CH3:21])=[C:8]2[C:23](=[O:34])[C:24]2[CH:29]=[CH:28][C:27]([C:30]([F:33])([F:32])[F:31])=[CH:26][CH:25]=2)[CH2:6][CH2:5][CH2:4][CH2:3][CH2:2]1.ClC1C(=O)C(C#N)=C(C#N)C(=O)C=1Cl. (3) Reactant: [Br:1][C:2]1[C:3]([OH:24])=[CH:4][CH:5]=[C:6]2[C:11]=1[O:10][C:9]([CH:12]1[CH2:17][CH2:16][N:15]([C:18](=[O:21])[CH2:19][CH3:20])[CH2:14][CH2:13]1)=[C:8]([CH3:22])[C:7]2=[O:23].C(N(C(C)C)CC)(C)C.Cl[CH2:35][O:36][CH3:37].O. Product: [Br:1][C:2]1[C:3]([O:24][CH2:35][O:36][CH3:37])=[CH:4][CH:5]=[C:6]2[C:11]=1[O:10][C:9]([CH:12]1[CH2:17][CH2:16][N:15]([C:18](=[O:21])[CH2:19][CH3:20])[CH2:14][CH2:13]1)=[C:8]([CH3:22])[C:7]2=[O:23]. The catalyst class is: 4.